From a dataset of Retrosynthesis with 50K atom-mapped reactions and 10 reaction types from USPTO. Predict the reactants needed to synthesize the given product. (1) The reactants are: CCOC(OCC)c1cc(C(CC(C)C)NC(=O)OCc2ccccc2)no1. Given the product CC(C)CC(NC(=O)OCc1ccccc1)c1cc(C=O)on1, predict the reactants needed to synthesize it. (2) Given the product CS(=O)(=O)Nc1c(F)cc(CNC(=O)C=Cc2ccc(C(F)(F)F)nc2N2CCOCC2)cc1C(F)(F)F, predict the reactants needed to synthesize it. The reactants are: CS(=O)(=O)Nc1c(F)cc(CN)cc1C(F)(F)F.O=C(O)C=Cc1ccc(C(F)(F)F)nc1N1CCOCC1. (3) The reactants are: C1CNCCN1.NNC(=O)c1cc(Cl)ccn1. Given the product NNC(=O)c1cc(N2CCNCC2)ccn1, predict the reactants needed to synthesize it. (4) The reactants are: CC(C)(C)OC(=O)N[C@H]1CCS[C@H]2CCC[C@@H](CO)N2C1=O.CI. Given the product COC[C@@H]1CCC[C@@H]2SCC[C@H](NC(=O)OC(C)(C)C)C(=O)N12, predict the reactants needed to synthesize it. (5) Given the product CNCc1cccc(OCCCO)c1, predict the reactants needed to synthesize it. The reactants are: CN.O=Cc1cccc(OCCCO)c1. (6) Given the product O=C(c1cc(-n2cnnn2)ccc1O)N1CCC(CCO)(c2ccccc2)C1, predict the reactants needed to synthesize it. The reactants are: COc1ccc(-n2cnnn2)cc1C(=O)N1CCC(CCO)(c2ccccc2)C1. (7) Given the product COC(=O)CCc1cc(Cl)ccc1C(=O)O, predict the reactants needed to synthesize it. The reactants are: COC(=O)C=Cc1cc(Cl)ccc1C(=O)O.